Regression. Given two drug SMILES strings and cell line genomic features, predict the synergy score measuring deviation from expected non-interaction effect. From a dataset of NCI-60 drug combinations with 297,098 pairs across 59 cell lines. (1) Drug 1: C1CCN(CC1)CCOC2=CC=C(C=C2)C(=O)C3=C(SC4=C3C=CC(=C4)O)C5=CC=C(C=C5)O. Drug 2: CN1C2=C(C=C(C=C2)N(CCCl)CCCl)N=C1CCCC(=O)O.Cl. Cell line: SK-MEL-28. Synergy scores: CSS=1.48, Synergy_ZIP=3.93, Synergy_Bliss=6.44, Synergy_Loewe=-1.45, Synergy_HSA=-0.504. (2) Drug 1: C1=CC(=C2C(=C1NCCNCCO)C(=O)C3=C(C=CC(=C3C2=O)O)O)NCCNCCO. Drug 2: CC1C(C(CC(O1)OC2CC(OC(C2O)C)OC3=CC4=CC5=C(C(=O)C(C(C5)C(C(=O)C(C(C)O)O)OC)OC6CC(C(C(O6)C)O)OC7CC(C(C(O7)C)O)OC8CC(C(C(O8)C)O)(C)O)C(=C4C(=C3C)O)O)O)O. Cell line: CCRF-CEM. Synergy scores: CSS=71.0, Synergy_ZIP=6.48, Synergy_Bliss=6.29, Synergy_Loewe=-15.5, Synergy_HSA=6.16. (3) Drug 1: CN(C(=O)NC(C=O)C(C(C(CO)O)O)O)N=O. Drug 2: CC1CCCC2(C(O2)CC(NC(=O)CC(C(C(=O)C(C1O)C)(C)C)O)C(=CC3=CSC(=N3)C)C)C. Cell line: SK-MEL-5. Synergy scores: CSS=45.7, Synergy_ZIP=1.84, Synergy_Bliss=0.545, Synergy_Loewe=-1.03, Synergy_HSA=3.34. (4) Drug 1: CCCCCOC(=O)NC1=NC(=O)N(C=C1F)C2C(C(C(O2)C)O)O. Drug 2: CC1=C(N=C(N=C1N)C(CC(=O)N)NCC(C(=O)N)N)C(=O)NC(C(C2=CN=CN2)OC3C(C(C(C(O3)CO)O)O)OC4C(C(C(C(O4)CO)O)OC(=O)N)O)C(=O)NC(C)C(C(C)C(=O)NC(C(C)O)C(=O)NCCC5=NC(=CS5)C6=NC(=CS6)C(=O)NCCC[S+](C)C)O. Cell line: NCI/ADR-RES. Synergy scores: CSS=31.1, Synergy_ZIP=1.60, Synergy_Bliss=0.720, Synergy_Loewe=-32.0, Synergy_HSA=-0.863. (5) Drug 1: C1=CC(=CC=C1C#N)C(C2=CC=C(C=C2)C#N)N3C=NC=N3. Drug 2: C1CC(=O)NC(=O)C1N2C(=O)C3=CC=CC=C3C2=O. Cell line: NCI/ADR-RES. Synergy scores: CSS=-1.15, Synergy_ZIP=4.68, Synergy_Bliss=8.14, Synergy_Loewe=0.0621, Synergy_HSA=0.960. (6) Drug 1: CC12CCC3C(C1CCC2=O)CC(=C)C4=CC(=O)C=CC34C. Drug 2: CC1=CC=C(C=C1)C2=CC(=NN2C3=CC=C(C=C3)S(=O)(=O)N)C(F)(F)F. Cell line: MCF7. Synergy scores: CSS=10.2, Synergy_ZIP=-7.57, Synergy_Bliss=-6.32, Synergy_Loewe=-7.14, Synergy_HSA=-6.55. (7) Drug 1: CC1OCC2C(O1)C(C(C(O2)OC3C4COC(=O)C4C(C5=CC6=C(C=C35)OCO6)C7=CC(=C(C(=C7)OC)O)OC)O)O. Drug 2: CC1=C2C(C(=O)C3(C(CC4C(C3C(C(C2(C)C)(CC1OC(=O)C(C(C5=CC=CC=C5)NC(=O)OC(C)(C)C)O)O)OC(=O)C6=CC=CC=C6)(CO4)OC(=O)C)O)C)O. Cell line: MOLT-4. Synergy scores: CSS=58.9, Synergy_ZIP=-3.73, Synergy_Bliss=-9.45, Synergy_Loewe=-11.7, Synergy_HSA=-7.03.